From a dataset of Forward reaction prediction with 1.9M reactions from USPTO patents (1976-2016). Predict the product of the given reaction. Given the reactants [CH2:1]([C:4]1[N:5]([CH2:17][CH2:18][CH2:19][OH:20])[C:6]2[C:15]3[CH:14]=[CH:13][CH:12]=[CH:11][C:10]=3[N:9]=[CH:8][C:7]=2[N:16]=1)[CH2:2][CH3:3].C1(P(C2C=CC=CC=2)C2C=CC=CC=2)C=CC=CC=1.O[N:41]1[C:45](=[O:46])[C:44]2=[CH:47][CH:48]=[CH:49][CH:50]=[C:43]2[C:42]1=[O:51].N(C(OC(C)C)=O)=NC(OC(C)C)=O.C(=O)(O)[O-].[Na+], predict the reaction product. The product is: [CH2:1]([C:4]1[N:5]([CH2:17][CH2:18][CH2:19][O:20][N:41]2[C:45](=[O:46])[C:44]3[C:43](=[CH:50][CH:49]=[CH:48][CH:47]=3)[C:42]2=[O:51])[C:6]2[C:15]3[CH:14]=[CH:13][CH:12]=[CH:11][C:10]=3[N:9]=[CH:8][C:7]=2[N:16]=1)[CH2:2][CH3:3].